This data is from Full USPTO retrosynthesis dataset with 1.9M reactions from patents (1976-2016). The task is: Predict the reactants needed to synthesize the given product. (1) Given the product [Cl:1][C:2]1[CH:3]=[CH:4][C:5]([CH3:16])=[C:6]([CH:7]=1)[C:8]([C:9](=[CH:19][N:20]([CH3:22])[CH3:21])[C:10]([O:12][CH2:13][CH3:14])=[O:11])=[O:15], predict the reactants needed to synthesize it. The reactants are: [Cl:1][C:2]1[CH:3]=[CH:4][C:5]([CH3:16])=[C:6]([C:8](=[O:15])[CH2:9][C:10]([O:12][CH2:13][CH3:14])=[O:11])[CH:7]=1.CO[CH:19](OC)[N:20]([CH3:22])[CH3:21]. (2) Given the product [CH2:1]([O:8][C:9]1[CH:16]=[CH:15][C:14]([Cl:17])=[CH:13][C:10]=1[OH:21])[C:2]1[CH:7]=[CH:6][CH:5]=[CH:4][CH:3]=1, predict the reactants needed to synthesize it. The reactants are: [CH2:1]([O:8][C:9]1[CH:16]=[CH:15][C:14]([Cl:17])=[CH:13][C:10]=1C=O)[C:2]1[CH:7]=[CH:6][CH:5]=[CH:4][CH:3]=1.OO.S(=O)(=O)(O)[OH:21]. (3) Given the product [NH2:10][C:5]1[CH:4]=[C:3]([CH2:1][CH3:2])[CH:8]=[CH:7][C:6]=1[OH:9], predict the reactants needed to synthesize it. The reactants are: [CH2:1]([C:3]1[CH:8]=[CH:7][C:6]([OH:9])=[C:5]([N+:10]([O-])=O)[CH:4]=1)[CH3:2].S([O-])([O-])(=O)=S.[Na+].[Na+]. (4) Given the product [C:33]1([CH:32]([C:39]2[CH:40]=[CH:41][CH:42]=[CH:43][CH:44]=2)[N:7]2[C:8]3[C:4](=[C:3]([O:2][CH3:1])[CH:11]=[C:10]([O:12][CH3:13])[CH:9]=3)[C:5](=[O:15])[C:6]2=[O:14])[CH:38]=[CH:37][CH:36]=[CH:35][CH:34]=1, predict the reactants needed to synthesize it. The reactants are: [CH3:1][O:2][C:3]1[CH:11]=[C:10]([O:12][CH3:13])[CH:9]=[C:8]2[C:4]=1[C:5](=[O:15])[C:6](=[O:14])[NH:7]2.O1C2=CC3C(=O)C(=O)NC=3C=C2OCC1.Br[CH:32]([C:39]1[CH:44]=[CH:43][CH:42]=[CH:41][CH:40]=1)[C:33]1[CH:38]=[CH:37][CH:36]=[CH:35][CH:34]=1.BrCC1OC(C(F)(F)F)=CC=1. (5) Given the product [C:9]([CH:8]([C:12]1[CH:17]=[CH:16][CH:15]=[C:14]([CH3:18])[N:13]=1)[C:5]1[CH:6]=[CH:7][C:2]([F:1])=[CH:3][CH:4]=1)#[N:10], predict the reactants needed to synthesize it. The reactants are: [F:1][C:2]1[CH:7]=[CH:6][C:5]([CH2:8][C:9]#[N:10])=[CH:4][CH:3]=1.Br[C:12]1[CH:17]=[CH:16][CH:15]=[C:14]([CH3:18])[N:13]=1.CC1C=CC(S([O-])=O)=CC=1.[Na+].[H-].[Na+].